From a dataset of Catalyst prediction with 721,799 reactions and 888 catalyst types from USPTO. Predict which catalyst facilitates the given reaction. (1) The catalyst class is: 8. Product: [C:1]([O:5][C:6]([N:8]1[CH2:12][C:11](=[N:21][O:20][CH2:18][CH3:19])[CH2:10][C@H:9]1[C:14]([OH:16])=[O:15])=[O:7])([CH3:4])([CH3:3])[CH3:2]. Reactant: [C:1]([O:5][C:6]([N:8]1[CH2:12][C:11](=O)[CH2:10][C@H:9]1[C:14]([OH:16])=[O:15])=[O:7])([CH3:4])([CH3:3])[CH3:2].Cl.[CH2:18]([O:20][NH2:21])[CH3:19].N1C=CC=CC=1. (2) Reactant: [OH:1][C:2]1[CH:9]=[C:8]([O:10][CH3:11])[CH:7]=[CH:6][C:3]=1[CH:4]=[O:5].[CH2:12](Br)[C:13]1[CH:18]=[CH:17][CH:16]=[CH:15][CH:14]=1.C(=O)([O-])[O-].[K+].[K+].Cl. Product: [CH2:12]([O:1][C:2]1[CH:9]=[C:8]([O:10][CH3:11])[CH:7]=[CH:6][C:3]=1[CH:4]=[O:5])[C:13]1[CH:18]=[CH:17][CH:16]=[CH:15][CH:14]=1. The catalyst class is: 9. (3) Reactant: C[O:2][C:3](=[O:17])[C:4]1[CH:9]=[C:8]([O:10][C:11]([F:14])([F:13])[F:12])[C:7]([Br:15])=[CH:6][C:5]=1[Cl:16].O.[OH-].[Li+]. Product: [Br:15][C:7]1[C:8]([O:10][C:11]([F:12])([F:13])[F:14])=[CH:9][C:4]([C:3]([OH:17])=[O:2])=[C:5]([Cl:16])[CH:6]=1. The catalyst class is: 5. (4) Reactant: Br[C:2]1[CH:7]=[CH:6][C:5]([O:8][CH3:9])=[CH:4][CH:3]=1.[Li]CCCC.CON(C)[C:18]([CH:20]1[CH2:25][CH2:24][O:23][CH2:22][CH2:21]1)=[O:19]. Product: [CH3:9][O:8][C:5]1[CH:6]=[CH:7][C:2]([C:18]([CH:20]2[CH2:25][CH2:24][O:23][CH2:22][CH2:21]2)=[O:19])=[CH:3][CH:4]=1. The catalyst class is: 1. (5) Reactant: C([O:3][C:4](=O)[CH2:5][NH:6][C:7]1[CH:12]=[CH:11][C:10]([O:13][CH3:14])=[CH:9][C:8]=1[N+:15]([O-])=O)C.C([O-])(O)=O.[Na+]. Product: [CH3:14][O:13][C:10]1[CH:9]=[C:8]2[C:7]([NH:6][CH2:5][C:4](=[O:3])[NH:15]2)=[CH:12][CH:11]=1. The catalyst class is: 409. (6) Reactant: F[C:2]1[CH:16]=[CH:15][C:5]2[C:6](=[O:14])[NH:7][C:8]3[C:13]([C:4]=2[CH:3]=1)=[CH:12][CH:11]=[CH:10][N:9]=3.Cl[C:18]1[CH:19]=[C:20]([OH:24])[CH:21]=[CH:22][CH:23]=1.[C:25](=O)([O-])[O-:26].[K+].[K+]. Product: [CH3:25][O:26][C:23]1[CH:22]=[CH:21][C:20]([O:24][C:2]2[CH:16]=[CH:15][C:5]3[C:6](=[O:14])[NH:7][C:8]4[C:13]([C:4]=3[CH:3]=2)=[CH:12][CH:11]=[CH:10][N:9]=4)=[CH:19][CH:18]=1. The catalyst class is: 3. (7) Reactant: [Br:1][C:2]1[C:10]([C:11](O)=[O:12])=[CH:9][C:8]([Br:14])=[C:7]2[C:3]=1[CH2:4][CH2:5][CH2:6]2.CCN=C=NCCCN(C)C.C1C=CC2N(O)N=NC=2C=1.CN1CCOCC1.Cl.[CH3:44][NH:45][O:46][CH3:47]. Product: [Br:1][C:2]1[C:10]([C:11]([N:45]([O:46][CH3:47])[CH3:44])=[O:12])=[CH:9][C:8]([Br:14])=[C:7]2[C:3]=1[CH2:4][CH2:5][CH2:6]2. The catalyst class is: 2. (8) Reactant: [CH3:1][C:2](O)([CH3:11])[CH2:3][NH:4][C:5]1[CH:10]=[CH:9][CH:8]=[CH:7][N:6]=1.C(N(S(F)(F)[F:19])CC)C.C(=O)([O-])O.[Na+].C(OCC)(=O)C. Product: [F:19][C:2]([CH3:11])([CH3:1])[CH2:3][NH:4][C:5]1[CH:10]=[CH:9][CH:8]=[CH:7][N:6]=1. The catalyst class is: 11. (9) Reactant: [Br:1][C:2]1[CH:7]=[CH:6][C:5](Br)=[CH:4][CH:3]=1.[Li]CCCC.[Br:14][C:15]1[CH:16]=[CH:17][C:18]([O:23][CH3:24])=[C:19]([CH:22]=1)[CH:20]=[O:21]. The catalyst class is: 1. Product: [Br:14][C:15]1[CH:16]=[CH:17][C:18]([O:23][CH3:24])=[C:19]([CH:20]([C:5]2[CH:6]=[CH:7][C:2]([Br:1])=[CH:3][CH:4]=2)[OH:21])[CH:22]=1. (10) Reactant: [O:1]=[C:2]1[C:6]2[CH:7]=[CH:8][C:9]([CH2:11][CH:12]=O)=[CH:10][C:5]=2[CH2:4][O:3]1.[F:14][C:15]([F:30])([F:29])[CH:16]1[NH:21][CH2:20][CH2:19][N:18]([C:22]([O:24][C:25]([CH3:28])([CH3:27])[CH3:26])=[O:23])[CH2:17]1.C([BH3-])#N.[Na+]. Product: [O:1]=[C:2]1[C:6]2[CH:7]=[CH:8][C:9]([CH2:11][CH2:12][N:21]3[CH2:20][CH2:19][N:18]([C:22]([O:24][C:25]([CH3:27])([CH3:28])[CH3:26])=[O:23])[CH2:17][CH:16]3[C:15]([F:29])([F:14])[F:30])=[CH:10][C:5]=2[CH2:4][O:3]1. The catalyst class is: 5.